From a dataset of Forward reaction prediction with 1.9M reactions from USPTO patents (1976-2016). Predict the product of the given reaction. (1) Given the reactants CS(Cl)(=O)=O.[Cl:6][C:7]1[C:15]2[N:14]=[C:13]([NH:16][C:17]3[C:18]([O:26][CH3:27])=[N:19][C:20]([CH3:25])=[N:21][C:22]=3[O:23][CH3:24])[N:12]([CH2:28][CH2:29][CH2:30]O)[C:11]=2[C:10]([C:32]([O:34][CH3:35])=[O:33])=[CH:9][CH:8]=1.S([O-])(=O)(=O)C.C(=O)([O-])[O-].[K+].[K+], predict the reaction product. The product is: [Cl:6][C:7]1[CH:8]=[CH:9][C:10]([C:32]([O:34][CH3:35])=[O:33])=[C:11]2[C:15]=1[N:14]=[C:13]1[N:16]([C:17]3[C:22]([O:23][CH3:24])=[N:21][C:20]([CH3:25])=[N:19][C:18]=3[O:26][CH3:27])[CH2:30][CH2:29][CH2:28][N:12]21. (2) Given the reactants [O:1]([C:8]1[CH:13]=[CH:12][C:11]([CH2:14][C:15]([OH:17])=O)=[CH:10][CH:9]=1)[C:2]1[CH:7]=[CH:6][CH:5]=[CH:4][CH:3]=1.[CH2:18](Cl)CCl.C1C=CC2N(O)N=NC=2C=1.CCN(CC)CC.[CH3:39][N:40]1[CH2:45][CH2:44][N:43]([C:46]2[C:54]3[C:49](=[CH:50][CH:51]=[C:52]([NH2:55])[CH:53]=3)[NH:48][N:47]=2)[CH2:42][CH2:41]1, predict the reaction product. The product is: [CH2:2]([O:1][C:8]1[CH:9]=[CH:10][C:11]([CH2:14][C:15]([NH:55][C:52]2[CH:53]=[C:54]3[C:49](=[CH:50][CH:51]=2)[NH:48][N:47]=[C:46]3[N:43]2[CH2:44][CH2:45][N:40]([CH3:39])[CH2:41][CH2:42]2)=[O:17])=[CH:12][CH:13]=1)[C:7]1[CH:6]=[CH:5][CH:4]=[CH:3][CH:18]=1. (3) The product is: [CH3:5][N:6]1[CH2:11][CH2:10][N:9]([CH2:12][CH2:13][O:14][C:15]2[CH:16]=[CH:17][C:18]([CH:21]3[CH2:22][CH2:23][N:24]([C:27]4[CH:28]=[CH:29][C:30]5[N:31]([C:33]([C:36]([F:38])([F:39])[F:37])=[N:34][N:35]=5)[N:32]=4)[CH2:25][CH2:26]3)=[CH:19][N:20]=2)[CH2:8][C:7]1=[O:40]. Given the reactants C([O-])=O.[NH4+].[CH3:5][N:6]1[CH2:11][CH2:10][N:9]([CH2:12][CH2:13][O:14][C:15]2[N:20]=[CH:19][C:18]([C:21]3[CH2:22][CH2:23][N:24]([C:27]4[CH:28]=[CH:29][C:30]5[N:31]([C:33]([C:36]([F:39])([F:38])[F:37])=[N:34][N:35]=5)[N:32]=4)[CH2:25][CH:26]=3)=[CH:17][CH:16]=2)[CH2:8][C:7]1=[O:40], predict the reaction product. (4) Given the reactants Cl.[CH3:2][C:3]([C:7]1[N:11]=[CH:10][N:9]([CH2:12]Cl)[N:8]=1)([CH3:6])[CH2:4][CH3:5].[F:14][C:15]([F:24])([F:23])[CH2:16][CH2:17][CH:18]([C:21]#[N:22])[C:19]#[N:20].C(=O)([O-])[O-].[K+].[K+].O, predict the reaction product. The product is: [CH3:2][C:3]([C:7]1[N:11]=[CH:10][N:9]([CH2:12][C:18]([CH2:17][CH2:16][C:15]([F:14])([F:23])[F:24])([C:19]#[N:20])[C:21]#[N:22])[N:8]=1)([CH3:6])[CH2:4][CH3:5]. (5) Given the reactants [N:1]1([C:8]2[CH:13]=[CH:12][C:11]([N+:14]([O-])=O)=[CH:10][CH:9]=2)[CH2:6][CH2:5][O:4][CH2:3][C:2]1=[O:7].[H][H], predict the reaction product. The product is: [N:1]1([C:8]2[CH:13]=[CH:12][C:11]([NH2:14])=[CH:10][CH:9]=2)[CH2:6][CH2:5][O:4][CH2:3][C:2]1=[O:7]. (6) Given the reactants C[Si](C)(C)N[Si](C)(C)C.C([Li])CCC.[F:15][C:16]([F:28])([F:27])[O:17][C:18]1[CH:23]=[CH:22][C:21]([C:24](=[O:26])[CH3:25])=[CH:20][CH:19]=1.FC(F)(F)COC(=O)C(F)(F)F.Cl.O.C(N(CC)CC)C.[CH3:50][S:51]([N:54]=[N+:55]=[N-:56])(=[O:53])=[O:52].CS(Cl)(=O)=O.[N-:62]=[N+:63]=[N-].[Na+], predict the reaction product. The product is: [CH3:50][S:51]([N:54]=[N+:55]=[N-:56])(=[O:53])=[O:52].[N+:62](=[CH:25][C:24]([C:21]1[CH:20]=[CH:19][C:18]([O:17][C:16]([F:27])([F:28])[F:15])=[CH:23][CH:22]=1)=[O:26])=[N-:63]. (7) Given the reactants [F-].C([N+](CCCC)(CCCC)CCCC)CCC.[Cl:19][C:20]1[CH:25]=[CH:24][CH:23]=[C:22]([C:26]#[N:27])[C:21]=1[N:28]1[C:32]2=[N:33][CH:34]=[N:35][C:36]([O:37][C@@H:38]([CH2:49][O:50][C@H:51]([CH3:64])[CH2:52][O:53][Si](C(C)C)(C(C)C)C(C)C)[C:39]([NH:41][C:42]3[CH:47]=[N:46][C:45]([CH3:48])=[CH:44][N:43]=3)=[O:40])=[C:31]2[CH:30]=[N:29]1.C(O)(=O)C, predict the reaction product. The product is: [Cl:19][C:20]1[CH:25]=[CH:24][CH:23]=[C:22]([C:26]#[N:27])[C:21]=1[N:28]1[C:32]2[N:33]=[CH:34][N:35]=[C:36]([O:37][C@@H:38]([CH2:49][O:50][C@H:51]([CH3:64])[CH2:52][OH:53])[C:39]([NH:41][C:42]3[CH:47]=[N:46][C:45]([CH3:48])=[CH:44][N:43]=3)=[O:40])[C:31]=2[CH:30]=[N:29]1.